From a dataset of Reaction yield outcomes from USPTO patents with 853,638 reactions. Predict the reaction yield, written as a fraction of the theoretical maximum amount of product (1.0 means a 100% yield; for example, 0.34 means a 34% yield). (1) The reactants are [N+:1]([C:4]1[N:5]=[CH:6][NH:7][CH:8]=1)([O-:3])=[O:2].Br[CH:10]([CH3:12])[CH3:11].C(=O)([O-])[O-].[K+].[K+]. The catalyst is [I-].C([N+](CCCC)(CCCC)CCCC)CCC.C(#N)C. The product is [CH:10]([N:7]1[CH:8]=[C:4]([N+:1]([O-:3])=[O:2])[N:5]=[CH:6]1)([CH3:12])[CH3:11]. The yield is 0.390. (2) The reactants are [C:1]([NH:8][CH:9]1[CH2:12][C:11](=C)[CH2:10]1)([O:3][C:4]([CH3:7])([CH3:6])[CH3:5])=[O:2].C([O-])([O-])=[O:15].[K+].[K+]. The catalyst is C(Cl)Cl.O.[Cl-].C([N+](CCCC)(CCCC)CCCC)CCC. The product is [C:1]([NH:8][CH:9]1[CH2:12][C:11](=[O:15])[CH2:10]1)([O:3][C:4]([CH3:7])([CH3:6])[CH3:5])=[O:2]. The yield is 0.720. (3) The reactants are [CH3:1][O:2][C:3](=[O:21])[C:4]1[CH:9]=[C:8]([NH2:10])[C:7]([NH2:11])=[C:6]([F:12])[C:5]=1[NH:13][C:14]1[CH:19]=[CH:18][CH:17]=[CH:16][C:15]=1[Cl:20].[C:22](O)(=O)C.C(N)=N. The catalyst is CCO.C(OCC)(=O)C. The product is [CH3:1][O:2][C:3]([C:4]1[C:5]([NH:13][C:14]2[CH:19]=[CH:18][CH:17]=[CH:16][C:15]=2[Cl:20])=[C:6]([F:12])[C:7]2[N:11]=[CH:22][NH:10][C:8]=2[CH:9]=1)=[O:21]. The yield is 0.850. (4) The reactants are [Cl:1][C:2]1[CH:3]=[C:4]([C@@H:12]([CH2:22][CH:23]2[CH2:27][CH2:26][CH2:25][CH2:24]2)[C:13]([NH:15][C:16]2[CH:20]=[CH:19][N:18]([CH3:21])[N:17]=2)=[O:14])[CH:5]=[CH:6][C:7]=1[S:8]([CH3:11])(=[O:10])=[O:9].C(Cl)(=O)C(Cl)=O.N1C(C)=CC=CC=1C.[CH3:42][S:43]([C:46]1[CH:58]=[CH:57][C:49](CN2C=CC(N)=N2)=[CH:48][CH:47]=1)(=[O:45])=[O:44]. The catalyst is C(Cl)Cl. The product is [Cl:1][C:2]1[CH:3]=[C:4]([C@@H:12]([CH2:22][CH:23]2[CH2:24][CH2:25][CH2:26][CH2:27]2)[C:13]([NH:15][C:16]2[CH:20]=[CH:19][N:18]([CH2:21][C:49]3[CH:57]=[CH:58][C:46]([S:43]([CH3:42])(=[O:45])=[O:44])=[CH:47][CH:48]=3)[N:17]=2)=[O:14])[CH:5]=[CH:6][C:7]=1[S:8]([CH3:11])(=[O:10])=[O:9]. The yield is 0.880. (5) The reactants are [CH:1]([C:3]1[CH:15]=[C:14]([C:16]2[S:17][CH:18]=[CH:19][CH:20]=2)[C:13]([O:21][CH3:22])=[CH:12][C:4]=1[O:5][CH2:6][C:7]([N:9]([CH3:11])[CH3:10])=[O:8])=O.[C:23]([C:26]1[CH:34]=[CH:33][C:29]([C:30]([OH:32])=[O:31])=[CH:28][CH:27]=1)(=[O:25])[CH3:24]. No catalyst specified. The product is [CH3:10][N:9]([CH3:11])[C:7]([CH2:6][O:5][C:4]1[CH:12]=[C:13]([O:21][CH3:22])[C:14]([C:16]2[S:17][CH:18]=[CH:19][CH:20]=2)=[CH:15][C:3]=1/[CH:1]=[CH:24]/[C:23]([C:26]1[CH:34]=[CH:33][C:29]([C:30]([OH:32])=[O:31])=[CH:28][CH:27]=1)=[O:25])=[O:8]. The yield is 0.750.